Dataset: Reaction yield outcomes from USPTO patents with 853,638 reactions. Task: Predict the reaction yield, written as a fraction of the theoretical maximum amount of product (1.0 means a 100% yield; for example, 0.34 means a 34% yield). The reactants are I[C:2]1[CH:3]=[CH:4][C:5]2[N:6]([CH:8]=[C:9]([NH:11][C:12]([CH:14]3[CH2:16][CH2:15]3)=[O:13])[N:10]=2)[N:7]=1.[NH2:17][C:18]1[CH:19]=[C:20]([OH:25])[CH:21]=[CH:22][C:23]=1[F:24].C(=O)([O-])[O-].[K+].[K+].CN(C)C=O. The catalyst is [Cl-].[Na+].O.O1CCCC1.C(OCC)(=O)C. The product is [NH2:17][C:18]1[CH:19]=[C:20]([CH:21]=[CH:22][C:23]=1[F:24])[O:25][C:2]1[CH:3]=[CH:4][C:5]2[N:6]([CH:8]=[C:9]([NH:11][C:12]([CH:14]3[CH2:16][CH2:15]3)=[O:13])[N:10]=2)[N:7]=1. The yield is 0.730.